This data is from NCI-60 drug combinations with 297,098 pairs across 59 cell lines. The task is: Regression. Given two drug SMILES strings and cell line genomic features, predict the synergy score measuring deviation from expected non-interaction effect. (1) Drug 1: CC12CCC3C(C1CCC2=O)CC(=C)C4=CC(=O)C=CC34C. Drug 2: C1=CN(C(=O)N=C1N)C2C(C(C(O2)CO)O)O.Cl. Cell line: SK-MEL-2. Synergy scores: CSS=51.8, Synergy_ZIP=-5.32, Synergy_Bliss=1.18, Synergy_Loewe=-1.82, Synergy_HSA=2.67. (2) Drug 1: C1=CC(=CC=C1CC(C(=O)O)N)N(CCCl)CCCl.Cl. Drug 2: CN(CC1=CN=C2C(=N1)C(=NC(=N2)N)N)C3=CC=C(C=C3)C(=O)NC(CCC(=O)O)C(=O)O. Cell line: T-47D. Synergy scores: CSS=7.95, Synergy_ZIP=1.27, Synergy_Bliss=5.70, Synergy_Loewe=-4.08, Synergy_HSA=-2.21. (3) Drug 1: CC1OCC2C(O1)C(C(C(O2)OC3C4COC(=O)C4C(C5=CC6=C(C=C35)OCO6)C7=CC(=C(C(=C7)OC)O)OC)O)O. Drug 2: CS(=O)(=O)OCCCCOS(=O)(=O)C. Cell line: NCIH23. Synergy scores: CSS=51.9, Synergy_ZIP=-1.08, Synergy_Bliss=1.49, Synergy_Loewe=-21.3, Synergy_HSA=3.26. (4) Drug 1: C1CN1P(=S)(N2CC2)N3CC3. Drug 2: C1CCC(C(C1)N)N.C(=O)(C(=O)[O-])[O-].[Pt+4]. Cell line: T-47D. Synergy scores: CSS=32.8, Synergy_ZIP=-3.92, Synergy_Bliss=4.15, Synergy_Loewe=-4.00, Synergy_HSA=7.45. (5) Drug 1: CCCS(=O)(=O)NC1=C(C(=C(C=C1)F)C(=O)C2=CNC3=C2C=C(C=N3)C4=CC=C(C=C4)Cl)F. Drug 2: CC1C(C(=O)NC(C(=O)N2CCCC2C(=O)N(CC(=O)N(C(C(=O)O1)C(C)C)C)C)C(C)C)NC(=O)C3=C4C(=C(C=C3)C)OC5=C(C(=O)C(=C(C5=N4)C(=O)NC6C(OC(=O)C(N(C(=O)CN(C(=O)C7CCCN7C(=O)C(NC6=O)C(C)C)C)C)C(C)C)C)N)C. Cell line: MALME-3M. Synergy scores: CSS=57.4, Synergy_ZIP=9.10, Synergy_Bliss=11.0, Synergy_Loewe=10.6, Synergy_HSA=10.8. (6) Drug 1: CN(C)N=NC1=C(NC=N1)C(=O)N. Drug 2: CN(C)C1=NC(=NC(=N1)N(C)C)N(C)C. Cell line: UACC-257. Synergy scores: CSS=-1.73, Synergy_ZIP=4.96, Synergy_Bliss=8.85, Synergy_Loewe=1.04, Synergy_HSA=2.35.